This data is from Catalyst prediction with 721,799 reactions and 888 catalyst types from USPTO. The task is: Predict which catalyst facilitates the given reaction. (1) The catalyst class is: 18. Reactant: [CH2:1]([O:8][C:9]1[CH:14]=[CH:13][C:12]([Br:15])=[CH:11][C:10]=1[CH2:16]Br)[C:2]1[CH:7]=[CH:6][CH:5]=[CH:4][CH:3]=1.[C-:18]#[N:19].[Na+]. Product: [CH2:1]([O:8][C:9]1[CH:14]=[CH:13][C:12]([Br:15])=[CH:11][C:10]=1[CH2:16][C:18]#[N:19])[C:2]1[CH:7]=[CH:6][CH:5]=[CH:4][CH:3]=1. (2) Reactant: [O:1]=[S:2]1(=[O:38])[CH2:7][CH2:6][CH:5]([N:8]([C@@H:16]2[CH2:18][C@H:17]2[C:19]2[CH:24]=[CH:23][C:22]([C:25](=[O:37])[NH:26][C:27]3[CH:32]=[CH:31][CH:30]=[C:29]([C:33]([F:36])([F:35])[F:34])[CH:28]=3)=[CH:21][CH:20]=2)C(=O)OC(C)(C)C)[CH2:4][CH2:3]1.[ClH:39].C(OCC)(=O)C. Product: [ClH:39].[O:38]=[S:2]1(=[O:1])[CH2:7][CH2:6][CH:5]([NH:8][C@@H:16]2[CH2:18][C@H:17]2[C:19]2[CH:24]=[CH:23][C:22]([C:25]([NH:26][C:27]3[CH:32]=[CH:31][CH:30]=[C:29]([C:33]([F:34])([F:35])[F:36])[CH:28]=3)=[O:37])=[CH:21][CH:20]=2)[CH2:4][CH2:3]1. The catalyst class is: 1. (3) Reactant: [H-].[H-].[H-].[H-].[Li+].[Al+3].[CH2:7]([N:14]1[C:20](=O)[CH:19]2[NH:22][CH:16]([CH2:17][CH2:18]2)[C:15]1=O)[C:8]1[CH:13]=[CH:12][CH:11]=[CH:10][CH:9]=1. The catalyst class is: 28. Product: [CH2:7]([N:14]1[CH2:20][CH:19]2[NH:22][CH:16]([CH2:17][CH2:18]2)[CH2:15]1)[C:8]1[CH:9]=[CH:10][CH:11]=[CH:12][CH:13]=1. (4) Reactant: [CH:1]1([C@H:5]([NH:7][C:8]2[N:16]=[C:15]([C:17](N)=[O:18])[N:14]=[C:13]3[C:9]=2[N:10]([CH2:26][C@H:27]2[CH2:32][CH2:31][C@H:30]([CH3:33])[CH2:29][CH2:28]2)[C:11]([CH:20]2[CH2:25][CH2:24][CH2:23][CH2:22][CH2:21]2)=[N:12]3)[CH3:6])[CH2:4][CH2:3][CH2:2]1.[OH-:34].[Na+]. Product: [CH:1]1([C@H:5]([NH:7][C:8]2[N:16]=[C:15]([C:17]([OH:18])=[O:34])[N:14]=[C:13]3[C:9]=2[N:10]([CH2:26][C@H:27]2[CH2:32][CH2:31][C@H:30]([CH3:33])[CH2:29][CH2:28]2)[C:11]([CH:20]2[CH2:25][CH2:24][CH2:23][CH2:22][CH2:21]2)=[N:12]3)[CH3:6])[CH2:4][CH2:3][CH2:2]1. The catalyst class is: 24. (5) Reactant: [F:1][C:2]1[CH:9]=[CH:8][C:7]([I:10])=[CH:6][C:3]=1[CH:4]=O.Cl.[NH2:12][OH:13].[OH-].[Na+].Cl. Product: [F:1][C:2]1[CH:9]=[CH:8][C:7]([I:10])=[CH:6][C:3]=1[CH:4]=[N:12][OH:13]. The catalyst class is: 315. (6) Reactant: C([O-])=O.[NH4+].[N:5]1[C:10]2[S:11][CH:12]=[CH:13][C:9]=2[C:8](O)=[N:7][CH:6]=1.S(Cl)([Cl:17])=O. Product: [Cl:17][C:8]1[C:9]2[CH:13]=[CH:12][S:11][C:10]=2[N:5]=[CH:6][N:7]=1. The catalyst class is: 3. (7) Reactant: [C:1](C1C=CC=CC=1)(=[S:8])C1C=CC=CC=1.C([NH:17][CH2:18][CH2:19][CH2:20][CH3:21])C.CO[C:24]1[CH:32]=[CH:31][C:27]([C:28](Cl)=[O:29])=[CH:26][CH:25]=1.[OH-].[Na+].C(O[CH2:39][CH2:40][CH2:41][CH3:42])(=O)C. Product: [CH:24]1[CH:32]=[CH:31][C:27]([CH2:28][O:29][C:41]2[CH:42]=[CH:21][C:20]([CH2:19][C@H:18]([NH2:17])[CH2:1][SH:8])=[CH:39][CH:40]=2)=[CH:26][CH:25]=1. The catalyst class is: 6.